Dataset: Reaction yield outcomes from USPTO patents with 853,638 reactions. Task: Predict the reaction yield, written as a fraction of the theoretical maximum amount of product (1.0 means a 100% yield; for example, 0.34 means a 34% yield). (1) The reactants are [CH3:1][O:2][C:3]1[CH:33]=[CH:32][C:6]([CH2:7][N:8]2[C:16](=[O:17])[C:15]3[NH:14][C:13]([CH2:18][C:19]4[CH:24]=[CH:23][CH:22]=[C:21]([O:25][C:26]([F:29])([F:28])[F:27])[CH:20]=4)=[N:12][C:11]=3[N:10]([CH3:30])[C:9]2=[O:31])=[CH:5][CH:4]=1.Cl[CH2:35][C:36]1[CH:41]=[CH:40][C:39]([CH3:42])=[CH:38][N:37]=1.C(=O)([O-])[O-].[K+].[K+]. The catalyst is CN(C=O)C. The product is [CH3:1][O:2][C:3]1[CH:4]=[CH:5][C:6]([CH2:7][N:8]2[C:16](=[O:17])[C:15]3[N:14]([CH2:35][C:36]4[CH:41]=[CH:40][C:39]([CH3:42])=[CH:38][N:37]=4)[C:13]([CH2:18][C:19]4[CH:24]=[CH:23][CH:22]=[C:21]([O:25][C:26]([F:27])([F:29])[F:28])[CH:20]=4)=[N:12][C:11]=3[N:10]([CH3:30])[C:9]2=[O:31])=[CH:32][CH:33]=1. The yield is 0.888. (2) The reactants are C(NC(C)C)(C)C.[CH2:8]([Li])[CH2:9][CH2:10][CH3:11].[Si](C=[N+]=[N-])(C)(C)C.[F:20][C:21]1[C:22]([CH2:31][CH2:32][CH3:33])=C(C=[CH:27][C:28]=1[O:29][CH3:30])C=O. The catalyst is O1CCCC1. The product is [C:10]([C:9]1[CH:8]=[CH:27][C:28]([O:29][CH3:30])=[C:21]([F:20])[C:22]=1[CH2:31][CH2:32][CH3:33])#[CH:11]. The yield is 0.312. (3) The reactants are [CH3:1][C:2]1[CH:7]=[C:6]([CH3:8])[NH:5][C:4](=[O:9])[C:3]=1[CH2:10][NH:11][C:12]([C:14]1[C:15]([CH3:49])=[C:16]([N:33]([CH2:47][CH3:48])[CH:34]2[CH2:39][CH2:38][N:37](C(OC(C)(C)C)=O)[CH2:36][CH2:35]2)[CH:17]=[C:18]([C:20]2[CH:25]=[CH:24][C:23]([CH2:26][N:27]3[CH2:32][CH2:31][O:30][CH2:29][CH2:28]3)=[CH:22][CH:21]=2)[CH:19]=1)=[O:13].C(O)(C(F)(F)F)=O. The catalyst is C(Cl)Cl. The product is [CH3:1][C:2]1[CH:7]=[C:6]([CH3:8])[NH:5][C:4](=[O:9])[C:3]=1[CH2:10][NH:11][C:12]([C:14]1[CH:19]=[C:18]([C:20]2[CH:25]=[CH:24][C:23]([CH2:26][N:27]3[CH2:28][CH2:29][O:30][CH2:31][CH2:32]3)=[CH:22][CH:21]=2)[CH:17]=[C:16]([N:33]([CH2:47][CH3:48])[CH:34]2[CH2:35][CH2:36][NH:37][CH2:38][CH2:39]2)[C:15]=1[CH3:49])=[O:13]. The yield is 0.818.